This data is from Full USPTO retrosynthesis dataset with 1.9M reactions from patents (1976-2016). The task is: Predict the reactants needed to synthesize the given product. (1) Given the product [Cl:3][C:4]1[S:5][C:6]([CH2:9][N:10]2[CH2:14][CH2:13][N:12]([CH2:20][CH2:21][CH2:22][CH2:23][CH2:24][CH2:25][N:12]3[CH2:13][CH2:14][N:10]([CH2:9][C:6]4[S:5][C:4]([Cl:3])=[N:8][CH:7]=4)[C:11]3=[N:15][N+:16]([O-:18])=[O:17])[C:11]2=[N:15][N+:16]([O-:18])=[O:17])=[CH:7][N:8]=1, predict the reactants needed to synthesize it. The reactants are: [H-].[Na+].[Cl:3][C:4]1[S:5][C:6]([CH2:9][N:10]2[CH2:14][CH2:13][NH:12][C:11]2=[N:15][N+:16]([O-:18])=[O:17])=[CH:7][N:8]=1.I[CH2:20][CH2:21][CH2:22][CH2:23][CH2:24][CH2:25]I. (2) Given the product [N:21]1([CH2:20][CH2:19][O:18][C:17]2[CH:27]=[CH:28][C:14]([O:13][C:9]3[C:8]([C:29]4[CH:34]=[CH:33][C:32]([S:35]([CH2:38][C:39]([F:40])([F:41])[F:42])(=[O:36])=[O:37])=[CH:31][CH:30]=4)=[CH:7][CH:6]=[C:5]4[C:10]=3[CH:11]=[CH:12][C:3]([OH:2])=[CH:4]4)=[CH:15][CH:16]=2)[CH2:26][CH2:25][CH2:24][CH2:23][CH2:22]1, predict the reactants needed to synthesize it. The reactants are: C[O:2][C:3]1[CH:4]=[C:5]2[C:10](=[CH:11][CH:12]=1)[C:9]([O:13][C:14]1[CH:28]=[CH:27][C:17]([O:18][CH2:19][CH2:20][N:21]3[CH2:26][CH2:25][CH2:24][CH2:23][CH2:22]3)=[CH:16][CH:15]=1)=[C:8]([C:29]1[CH:34]=[CH:33][C:32]([S:35]([CH2:38][C:39]([F:42])([F:41])[F:40])(=[O:37])=[O:36])=[CH:31][CH:30]=1)[CH:7]=[CH:6]2.Cl.C(OCC)C.B(Br)(Br)Br.C(=O)(O)[O-].[Na+]. (3) Given the product [Cl:1][CH2:2][C:3]([NH:5][C:6]1[CH:14]=[CH:13][CH:12]=[C:11]2[C:7]=1[C:8](=[O:32])[N:9]([CH:16]([C:21]1[CH:26]=[CH:25][C:24]([O:27][CH3:28])=[C:23]([O:29][CH2:30][CH3:31])[CH:22]=1)[CH2:17][C:18]([N:35]([CH3:36])[CH3:33])=[O:20])[C:10]2=[O:15])=[O:4], predict the reactants needed to synthesize it. The reactants are: [Cl:1][CH2:2][C:3]([NH:5][C:6]1[CH:14]=[CH:13][CH:12]=[C:11]2[C:7]=1[C:8](=[O:32])[N:9]([CH:16]([C:21]1[CH:26]=[CH:25][C:24]([O:27][CH3:28])=[C:23]([O:29][CH2:30][CH3:31])[CH:22]=1)[CH2:17][C:18]([OH:20])=O)[C:10]2=[O:15])=[O:4].[C:33](N1C=CN=C1)([N:35]1C=CN=[CH:36]1)=O.CNC.O. (4) Given the product [Cl:23][C:18]1[CH:17]=[C:16]([NH:15][C:5]2[C:4]3[C:9](=[C:10]([F:12])[CH:11]=[C:2]([NH:1][CH2:30][C:26]4[N:25]([CH3:24])[CH:29]=[CH:28][N:27]=4)[CH:3]=3)[N:8]=[CH:7][C:6]=2[C:13]#[N:14])[CH:21]=[CH:20][C:19]=1[F:22], predict the reactants needed to synthesize it. The reactants are: [NH2:1][C:2]1[CH:3]=[C:4]2[C:9](=[C:10]([F:12])[CH:11]=1)[N:8]=[CH:7][C:6]([C:13]#[N:14])=[C:5]2[NH:15][C:16]1[CH:21]=[CH:20][C:19]([F:22])=[C:18]([Cl:23])[CH:17]=1.[CH3:24][N:25]1[CH:29]=[CH:28][N:27]=[C:26]1[CH:30]=O.[BH3-]C#N.[Na+].